From a dataset of Reaction yield outcomes from USPTO patents with 853,638 reactions. Predict the reaction yield, written as a fraction of the theoretical maximum amount of product (1.0 means a 100% yield; for example, 0.34 means a 34% yield). (1) The reactants are [C:1]([OH:12])(=[O:11])[CH2:2][CH2:3][CH2:4][CH2:5][CH2:6][CH2:7][C:8]([OH:10])=[O:9].C(N(C(C)C)CCC(C1C=C(COC(=O)CCC=C)C=CC=1OC(=O)CCC=C)C1C=CC=CC=1)(C)C. The catalyst is ClCCl. The product is [C:1]([OH:12])(=[O:11])[CH2:2][CH2:3][CH:4]=[CH:5][CH2:6][CH2:7][C:8]([OH:10])=[O:9]. The yield is 0.710. (2) The reactants are Cl[C:2]1[CH:3]=[CH:4][C:5]([CH:25]([CH3:27])[CH3:26])=[C:6]([CH:24]=1)[CH2:7][N:8]([CH:21]1[CH2:23][CH2:22]1)[C:9]([C:11]1[C:12]([CH:18]([F:20])[F:19])=[N:13][N:14]([CH3:17])[C:15]=1[F:16])=[O:10].C(=O)([O-])[O-].[K+].[K+].[S:34]1[C:38]2[CH:39]=[CH:40][CH:41]=[CH:42][C:37]=2[C:36](B(O)O)=[CH:35]1. The catalyst is C(#N)C.O. The product is [S:34]1[C:38]2[CH:39]=[CH:40][CH:41]=[CH:42][C:37]=2[C:36]([C:2]2[CH:3]=[CH:4][C:5]([CH:25]([CH3:26])[CH3:27])=[C:6]([CH:24]=2)[CH2:7][N:8]([CH:21]2[CH2:23][CH2:22]2)[C:9]([C:11]2[C:12]([CH:18]([F:19])[F:20])=[N:13][N:14]([CH3:17])[C:15]=2[F:16])=[O:10])=[CH:35]1. The yield is 0.280.